This data is from Full USPTO retrosynthesis dataset with 1.9M reactions from patents (1976-2016). The task is: Predict the reactants needed to synthesize the given product. (1) Given the product [C:1]([O:4][CH2:5][C:6]1[CH:7]=[CH:8][C:9]([CH:12]([CH:16]2[CH2:20][CH2:19][CH2:18][CH2:17]2)[C:13]([NH:21][C:22]2[C:23]([CH3:37])=[C:24]([CH2:28][CH2:29][C:30]([O:32][C:33]([CH3:35])([CH3:34])[CH3:36])=[O:31])[CH:25]=[CH:26][CH:27]=2)=[O:15])=[CH:10][CH:11]=1)(=[O:3])[CH3:2], predict the reactants needed to synthesize it. The reactants are: [C:1]([O:4][CH2:5][C:6]1[CH:11]=[CH:10][C:9]([CH:12]([CH:16]2[CH2:20][CH2:19][CH2:18][CH2:17]2)[C:13]([OH:15])=O)=[CH:8][CH:7]=1)(=[O:3])[CH3:2].[NH2:21][C:22]1[C:23]([CH3:37])=[C:24]([CH2:28][CH2:29][C:30]([O:32][C:33]([CH3:36])([CH3:35])[CH3:34])=[O:31])[CH:25]=[CH:26][CH:27]=1. (2) Given the product [F:1][C:2]1[CH:3]=[CH:4][C:5]2[N:6]([C:10]([C@@H:12]3[CH2:16][C@@H:15]([F:17])[CH2:14][N:13]3[CH3:18])=[N:9][N:8]=2)[CH:7]=1, predict the reactants needed to synthesize it. The reactants are: [F:1][C:2]1[CH:3]=[CH:4][C:5]([NH:8][NH:9][C:10]([C@@H:12]2[CH2:16][C@@H:15]([F:17])[CH2:14][N:13]2[CH3:18])=O)=[N:6][CH:7]=1.C1C=CC(P(C2C=CC=CC=2)C2C=CC=CC=2)=CC=1.CCN(CC)CC.ClC(Cl)(Cl)C(Cl)(Cl)Cl. (3) Given the product [CH:1]1([O:6][C:7](=[O:41])[C@@H:8]([NH:40][C:42](=[O:44])[CH3:43])[CH2:9][CH2:10][O:11][C:12]2[CH:21]=[C:20]3[C:15]([C:16]([O:22][C:23]4[CH:28]=[CH:27][C:26]([NH:29][C:30](=[O:37])[C:31]5[CH:32]=[CH:33][CH:34]=[CH:35][CH:36]=5)=[CH:25][CH:24]=4)=[CH:17][CH:18]=[N:19]3)=[CH:14][C:13]=2[O:38][CH3:39])[CH2:5][CH2:4][CH2:3][CH2:2]1, predict the reactants needed to synthesize it. The reactants are: [CH:1]1([O:6][C:7](=[O:41])[C@@H:8]([NH2:40])[CH2:9][CH2:10][O:11][C:12]2[CH:21]=[C:20]3[C:15]([C:16]([O:22][C:23]4[CH:28]=[CH:27][C:26]([NH:29][C:30](=[O:37])[C:31]5[CH:36]=[CH:35][CH:34]=[CH:33][CH:32]=5)=[CH:25][CH:24]=4)=[CH:17][CH:18]=[N:19]3)=[CH:14][C:13]=2[O:38][CH3:39])[CH2:5][CH2:4][CH2:3][CH2:2]1.[C:42](Cl)(=[O:44])[CH3:43].C(N(CC)CC)C. (4) Given the product [Br:1][C:2]1[N:3]=[C:4]2[N:8]([CH3:10])[C:16]3[CH2:17][CH:12]([CH3:11])[N:13]([C:19]([O:21][C:22]([CH3:23])([CH3:25])[CH3:24])=[O:20])[CH2:14][C:15]=3[C:5]2=[CH:6][CH:7]=1, predict the reactants needed to synthesize it. The reactants are: [Br:1][C:2]1[CH:7]=[CH:6][CH:5]=[C:4]([N:8]([CH3:10])N)[N:3]=1.[CH3:11][CH:12]1[CH2:17][C:16](=O)[CH2:15][CH2:14][N:13]1[C:19]([O:21][C:22]([CH3:25])([CH3:24])[CH3:23])=[O:20].C1(C)C=CC(S(O)(=O)=O)=CC=1.C(=O)([O-])[O-].[K+].[K+].C(OC(OC(C)(C)C)=O)(OC(C)(C)C)=O. (5) The reactants are: [CH:1]1[C:14]2[C:5]3=[C:6]4[C:11](=[CH:12][CH:13]=2)[CH:10]=[CH:9][CH:8]=[C:7]4[CH2:15][C:4]3=[CH:3][CH:2]=1. Given the product [CH:10]1[C:11]2[CH2:12][CH2:13][C:14]3[CH:1]=[CH:2][CH:3]=[C:4]4[CH2:15][C:7]([C:6]=2[C:5]=34)=[CH:8][CH:9]=1, predict the reactants needed to synthesize it.